From a dataset of M1 muscarinic receptor agonist screen with 61,833 compounds. Binary Classification. Given a drug SMILES string, predict its activity (active/inactive) in a high-throughput screening assay against a specified biological target. (1) The result is 0 (inactive). The compound is Clc1c(OCc2oc(NCc3ccc(cc3)C)c(n2)C#N)cccc1. (2) The molecule is O(c1ccc(NC2=NC3(N=C(N2)N)CCCCC3)cc1)C. The result is 0 (inactive). (3) The drug is O(c1c(C(=O)NCCc2n(c3c(n2)cccc3)C)cccc1)C. The result is 0 (inactive).